This data is from Forward reaction prediction with 1.9M reactions from USPTO patents (1976-2016). The task is: Predict the product of the given reaction. (1) The product is: [N:21]1([C:2]2[N:6]=[C:5]([CH:7]=[CH:8][C:9]3[N:19]=[C:12]4[N:13]=[C:14]([CH3:18])[CH:15]=[C:16]([CH3:17])[N:11]4[N:10]=3)[N:4]([CH3:20])[N:3]=2)[CH2:24][CH2:23][CH2:22]1. Given the reactants Br[C:2]1[N:6]=[C:5]([CH:7]=[CH:8][C:9]2[N:19]=[C:12]3[N:13]=[C:14]([CH3:18])[CH:15]=[C:16]([CH3:17])[N:11]3[N:10]=2)[N:4]([CH3:20])[N:3]=1.[NH:21]1[CH2:24][CH2:23][CH2:22]1.C1(P(C2C=CC=CC=2)C2C3OC4C(=CC=CC=4P(C4C=CC=CC=4)C4C=CC=CC=4)C(C)(C)C=3C=CC=2)C=CC=CC=1.C1([O-])C=CC=CC=1.[Na+], predict the reaction product. (2) Given the reactants [NH2:1][C:2]1[C:7]([CH:8]=[O:9])=[C:6]([CH:10]2[CH2:12][CH2:11]2)[N:5]=[C:4](Cl)[CH:3]=1.[C:14]([O:18][CH3:19])(=[O:17])[CH:15]=[CH2:16].C1(C2C=CC=CC=2)C=CC=CC=1P(C(C)(C)C)C(C)(C)C.C(N(CC)CC)C, predict the reaction product. The product is: [NH2:1][C:2]1[C:7]([CH:8]=[O:9])=[C:6]([CH:10]2[CH2:12][CH2:11]2)[N:5]=[C:4](/[CH:16]=[CH:15]/[C:14]([O:18][CH3:19])=[O:17])[CH:3]=1.